The task is: Regression/Classification. Given a drug SMILES string, predict its absorption, distribution, metabolism, or excretion properties. Task type varies by dataset: regression for continuous measurements (e.g., permeability, clearance, half-life) or binary classification for categorical outcomes (e.g., BBB penetration, CYP inhibition). Dataset: cyp1a2_veith.. This data is from CYP1A2 inhibition data for predicting drug metabolism from PubChem BioAssay. (1) The compound is C1CCC(N=C(NC23CC4CC(CC(C4)C2)C3)N2CCOCC2)CC1.Cl. The result is 0 (non-inhibitor). (2) The compound is COC(=O)C1=C(NC(=O)c2ccc(C)c(C)c2)CCS1. The result is 1 (inhibitor). (3) The molecule is CCOc1ccc(N2C(=O)/C(=C/c3cccs3)N(CC(=O)OC)C2=S)cc1. The result is 0 (non-inhibitor). (4) The molecule is COc1ccccc1-c1cc(N(C)Cc2ccco2)ncn1. The result is 1 (inhibitor). (5) The molecule is Nc1ccc(N=Nc2ccc(-c3ccc(O)cc3)cc2)c2ccc(S(=O)(=O)O)cc12. The result is 0 (non-inhibitor).